This data is from Catalyst prediction with 721,799 reactions and 888 catalyst types from USPTO. The task is: Predict which catalyst facilitates the given reaction. Reactant: [N:1]1[CH:6]=[CH:5][CH:4]=[C:3](B(O)O)[CH:2]=1.[N-:10]=[N+:11]=[N-:12].[Na+]. Product: [N:10]([C:3]1[CH:2]=[N:1][CH:6]=[CH:5][CH:4]=1)=[N+:11]=[N-:12]. The catalyst class is: 72.